From a dataset of Forward reaction prediction with 1.9M reactions from USPTO patents (1976-2016). Predict the product of the given reaction. Given the reactants [N:1]1([C:8]2[CH:15]=[CH:14][C:11]([CH2:12][NH2:13])=[CH:10][CH:9]=2)[CH2:7][CH2:6][CH2:5][CH2:4][CH2:3][CH2:2]1.[CH:16]1[C:25]2[C:20](=[C:21]([CH:26]([CH3:30])[C:27](O)=[O:28])[CH:22]=[CH:23][CH:24]=2)[CH:19]=[CH:18][N:17]=1.C1C2C(=C(CC(O)=O)C=CC=2)C=CN=1, predict the reaction product. The product is: [N:1]1([C:8]2[CH:9]=[CH:10][C:11]([CH2:12][NH:13][C:27](=[O:28])[CH:26]([C:21]3[CH:22]=[CH:23][CH:24]=[C:25]4[C:20]=3[CH:19]=[CH:18][N:17]=[CH:16]4)[CH3:30])=[CH:14][CH:15]=2)[CH2:7][CH2:6][CH2:5][CH2:4][CH2:3][CH2:2]1.